Dataset: HIV replication inhibition screening data with 41,000+ compounds from the AIDS Antiviral Screen. Task: Binary Classification. Given a drug SMILES string, predict its activity (active/inactive) in a high-throughput screening assay against a specified biological target. The drug is CN(C)c1ccc(C=C(C(=O)c2ccccc2)C(=O)c2ccccc2)cc1. The result is 0 (inactive).